Regression. Given a peptide amino acid sequence and an MHC pseudo amino acid sequence, predict their binding affinity value. This is MHC class I binding data. From a dataset of Peptide-MHC class I binding affinity with 185,985 pairs from IEDB/IMGT. The peptide sequence is TEYDDHINL. The MHC is HLA-B40:01 with pseudo-sequence HLA-B40:01. The binding affinity (normalized) is 0.769.